From a dataset of CYP2D6 inhibition data for predicting drug metabolism from PubChem BioAssay. Regression/Classification. Given a drug SMILES string, predict its absorption, distribution, metabolism, or excretion properties. Task type varies by dataset: regression for continuous measurements (e.g., permeability, clearance, half-life) or binary classification for categorical outcomes (e.g., BBB penetration, CYP inhibition). Dataset: cyp2d6_veith. (1) The compound is Cl.O=C(O)c1ccccc1N/N=C\c1ccnc2ccccc12. The result is 0 (non-inhibitor). (2) The molecule is C(=NCCN1CCOCC1)=NC1CCCCC1. The result is 0 (non-inhibitor).